From a dataset of Catalyst prediction with 721,799 reactions and 888 catalyst types from USPTO. Predict which catalyst facilitates the given reaction. (1) Reactant: [C:1]([O:5][C:6]([NH:8][C@@H:9]([CH2:13][CH2:14][S:15][CH3:16])[C:10]([OH:12])=O)=[O:7])([CH3:4])([CH3:3])[CH3:2].CCN=C=NCCCN(C)C.Cl.C1C=CC2N(O)N=NC=2C=1.C(N1CCOCC1)C.[CH2:47]([NH2:51])[CH:48]([CH3:50])[CH3:49]. Product: [C:1]([O:5][C:6](=[O:7])[NH:8][C@H:9]([C:10](=[O:12])[NH:51][CH2:47][CH:48]([CH3:50])[CH3:49])[CH2:13][CH2:14][S:15][CH3:16])([CH3:2])([CH3:3])[CH3:4]. The catalyst class is: 2. (2) Reactant: C[O:2][C:3]([C:5]1[CH:6]=[C:7]([I:17])[CH:8]=[C:9]2[C:14]=1[O:13][C:12]([CH3:16])([CH3:15])[CH:11]=[CH:10]2)=[O:4].[OH-].[K+]. Product: [I:17][C:7]1[CH:8]=[C:9]2[C:14](=[C:5]([C:3]([OH:4])=[O:2])[CH:6]=1)[O:13][C:12]([CH3:16])([CH3:15])[CH:11]=[CH:10]2. The catalyst class is: 5.